From a dataset of Full USPTO retrosynthesis dataset with 1.9M reactions from patents (1976-2016). Predict the reactants needed to synthesize the given product. (1) The reactants are: C([O:5][C:6](=[O:96])[CH2:7][O:8][CH2:9][CH2:10][O:11][CH2:12][CH2:13][O:14][CH2:15][CH2:16][O:17][CH2:18][CH2:19][O:20][CH2:21][CH2:22][O:23][C:24]1[CH:29]=[C:28]([O:30][CH2:31][CH2:32][O:33][CH2:34][CH2:35][O:36][CH2:37][CH2:38][O:39][CH2:40][CH2:41][O:42][CH2:43][CH2:44][NH:45][C:46]([O:48][CH2:49][CH:50]2[C:62]3[CH:61]=[CH:60][CH:59]=[CH:58][C:57]=3[C:56]3[C:51]2=[CH:52][CH:53]=[CH:54][CH:55]=3)=[O:47])[CH:27]=[C:26]([O:63][CH2:64][CH2:65][O:66][CH2:67][CH2:68][O:69][CH2:70][CH2:71][O:72][CH2:73][CH2:74][O:75][CH2:76][CH2:77][NH:78][C:79]([O:81][CH2:82][CH:83]2[C:95]3[CH:94]=[CH:93][CH:92]=[CH:91][C:90]=3[C:89]3[C:84]2=[CH:85][CH:86]=[CH:87][CH:88]=3)=[O:80])[CH:25]=1)(C)(C)C. Given the product [CH:94]1[C:95]2[CH:83]([CH2:82][O:81][C:79]([NH:78][CH2:77][CH2:76][O:75][CH2:74][CH2:73][O:72][CH2:71][CH2:70][O:69][CH2:68][CH2:67][O:66][CH2:65][CH2:64][O:63][C:26]3[CH:25]=[C:24]([CH:29]=[C:28]([O:30][CH2:31][CH2:32][O:33][CH2:34][CH2:35][O:36][CH2:37][CH2:38][O:39][CH2:40][CH2:41][O:42][CH2:43][CH2:44][NH:45][C:46]([O:48][CH2:49][CH:50]4[C:51]5[CH:52]=[CH:53][CH:54]=[CH:55][C:56]=5[C:57]5[C:62]4=[CH:61][CH:60]=[CH:59][CH:58]=5)=[O:47])[CH:27]=3)[O:23][CH2:22][CH2:21][O:20][CH2:19][CH2:18][O:17][CH2:16][CH2:15][O:14][CH2:13][CH2:12][O:11][CH2:10][CH2:9][O:8][CH2:7][C:6]([OH:96])=[O:5])=[O:80])[C:84]3[C:89](=[CH:88][CH:87]=[CH:86][CH:85]=3)[C:90]=2[CH:91]=[CH:92][CH:93]=1, predict the reactants needed to synthesize it. (2) The reactants are: C(O[C:4](=[O:26])[CH2:5][CH2:6][C:7]1[C:8](Cl)=[N:9][C:10]([NH:14][C:15]2[CH:20]=[CH:19][C:18]([CH:21]([CH3:23])[CH3:22])=[CH:17][C:16]=2[Br:24])=[N:11][C:12]=1[CH3:13])C.[CH2:27]([CH:29]([NH2:32])[CH2:30][CH3:31])[CH3:28]. Given the product [Br:24][C:16]1[CH:17]=[C:18]([CH:21]([CH3:23])[CH3:22])[CH:19]=[CH:20][C:15]=1[NH:14][C:10]1[N:11]=[C:12]([CH3:13])[C:7]2[CH2:6][CH2:5][C:4](=[O:26])[N:32]([CH:29]([CH2:30][CH3:31])[CH2:27][CH3:28])[C:8]=2[N:9]=1, predict the reactants needed to synthesize it. (3) Given the product [CH:1]1([N:5]2[CH2:11][CH2:10][CH2:9][N:8]([C:12]([N:14]3[CH2:15][CH:16]([O:18][C:22]4[N:27]=[CH:26][C:25]([C:28]([NH:30][CH3:31])=[O:29])=[CH:24][CH:23]=4)[CH2:17]3)=[O:13])[CH2:7][CH2:6]2)[CH2:4][CH2:3][CH2:2]1, predict the reactants needed to synthesize it. The reactants are: [CH:1]1([N:5]2[CH2:11][CH2:10][CH2:9][N:8]([C:12]([N:14]3[CH2:17][CH:16]([OH:18])[CH2:15]3)=[O:13])[CH2:7][CH2:6]2)[CH2:4][CH2:3][CH2:2]1.[H-].[Na+].Cl[C:22]1[N:27]=[CH:26][C:25]([C:28]([NH:30][CH3:31])=[O:29])=[CH:24][CH:23]=1. (4) Given the product [C:16]([O:20][C:21]([N:23]1[CH2:28][CH2:27][N:26]([CH2:13][C:12](=[O:15])[NH:11][CH:2]2[CH:3]3[CH2:9][CH:7]4[CH2:6][CH:5]([CH2:10][CH:1]2[CH2:8]4)[CH2:4]3)[CH2:25][CH2:24]1)=[O:22])([CH3:19])([CH3:17])[CH3:18], predict the reactants needed to synthesize it. The reactants are: [CH:1]12[CH2:10][CH:5]3[CH2:6][CH:7]([CH2:9][CH:3]([CH2:4]3)[CH:2]1[NH:11][C:12](=[O:15])[CH2:13]Cl)[CH2:8]2.[C:16]([O:20][C:21]([N:23]1[CH2:28][CH2:27][NH:26][CH2:25][CH2:24]1)=[O:22])([CH3:19])([CH3:18])[CH3:17].C(N(CC)CC)C.CC#N. (5) Given the product [F:28][C:29]1([F:33])[CH2:32][N:31]([C:16]([C:15]([NH:14][C:12]([C:10]2[CH:9]=[CH:8][C:7]([C:23]([F:24])([F:26])[F:25])=[C:6]([O:5][CH2:4][CH:1]3[CH2:2][CH2:3]3)[N:11]=2)=[O:13])([CH2:19][CH3:20])[CH2:21][CH3:22])=[O:17])[CH2:30]1, predict the reactants needed to synthesize it. The reactants are: [CH:1]1([CH2:4][O:5][C:6]2[N:11]=[C:10]([C:12]([NH:14][C:15]([CH2:21][CH3:22])([CH2:19][CH3:20])[C:16](O)=[O:17])=[O:13])[CH:9]=[CH:8][C:7]=2[C:23]([F:26])([F:25])[F:24])[CH2:3][CH2:2]1.Cl.[F:28][C:29]1([F:33])[CH2:32][NH:31][CH2:30]1.